This data is from Peptide-MHC class I binding affinity with 185,985 pairs from IEDB/IMGT. The task is: Regression. Given a peptide amino acid sequence and an MHC pseudo amino acid sequence, predict their binding affinity value. This is MHC class I binding data. (1) The peptide sequence is RRATAILRK. The MHC is HLA-A68:02 with pseudo-sequence HLA-A68:02. The binding affinity (normalized) is 0.0847. (2) The peptide sequence is KDMPGGYCL. The MHC is HLA-B45:01 with pseudo-sequence HLA-B45:01. The binding affinity (normalized) is 0.0931. (3) The peptide sequence is HTVGLGQGY. The MHC is HLA-A23:01 with pseudo-sequence HLA-A23:01. The binding affinity (normalized) is 0.0847. (4) The peptide sequence is STVFFTASL. The MHC is H-2-Db with pseudo-sequence H-2-Db. The binding affinity (normalized) is 0. (5) The peptide sequence is SESTIDIIL. The MHC is HLA-B40:01 with pseudo-sequence HLA-B40:01. The binding affinity (normalized) is 0.902. (6) The peptide sequence is MMWEINGPK. The MHC is HLA-B46:01 with pseudo-sequence HLA-B46:01. The binding affinity (normalized) is 0.0847. (7) The peptide sequence is CEKRLLLKL. The MHC is HLA-A02:06 with pseudo-sequence HLA-A02:06. The binding affinity (normalized) is 0.0847. (8) The MHC is HLA-A26:01 with pseudo-sequence HLA-A26:01. The binding affinity (normalized) is 0.0847. The peptide sequence is TPSGKRLQI. (9) The peptide sequence is DLSLGNQEL. The MHC is HLA-A02:01 with pseudo-sequence HLA-A02:01. The binding affinity (normalized) is 0.149. (10) The peptide sequence is YTVMVKINPT. The MHC is HLA-A02:01 with pseudo-sequence HLA-A02:01. The binding affinity (normalized) is 0.155.